This data is from Full USPTO retrosynthesis dataset with 1.9M reactions from patents (1976-2016). The task is: Predict the reactants needed to synthesize the given product. (1) Given the product [C:27]([NH:31][S:32]([C:35]1[CH:40]=[CH:39][CH:38]=[C:37]([C:41]2[N:42]=[C:43]([C:6]3[CH:5]=[C:4]([C:16]4[CH:17]=[CH:18][C:19]([O:22][C:23]([F:24])([F:25])[F:26])=[CH:20][CH:21]=4)[CH:3]=[C:2]([CH3:1])[N:7]=3)[CH:44]=[CH:45][CH:46]=2)[CH:36]=1)(=[O:33])=[O:34])([CH3:30])([CH3:28])[CH3:29], predict the reactants needed to synthesize it. The reactants are: [CH3:1][C:2]1[N:7]=[C:6](OS(C(F)(F)F)(=O)=O)[CH:5]=[C:4]([C:16]2[CH:21]=[CH:20][C:19]([O:22][C:23]([F:26])([F:25])[F:24])=[CH:18][CH:17]=2)[CH:3]=1.[C:27]([NH:31][S:32]([C:35]1[CH:40]=[CH:39][CH:38]=[C:37]([C:41]2[CH:46]=[CH:45][CH:44]=[C:43]([Sn](CCCC)(CCCC)CCCC)[N:42]=2)[CH:36]=1)(=[O:34])=[O:33])([CH3:30])([CH3:29])[CH3:28]. (2) Given the product [CH3:2][O:3][C:4]1[CH:5]=[C:6]([C:12]2[C:13]([CH3:25])([CH3:24])[C:14](=[O:23])[N:15]([CH:17]3[CH2:22][CH2:21][N:20]([C:26]([C:27]4[CH:32]=[CH:31][CH:30]=[CH:29][CH:28]=4)=[O:33])[CH2:19][CH2:18]3)[N:16]=2)[CH:7]=[CH:8][C:9]=1[O:10][CH3:11], predict the reactants needed to synthesize it. The reactants are: Cl.[CH3:2][O:3][C:4]1[CH:5]=[C:6]([C:12]2[C:13]([CH3:25])([CH3:24])[C:14](=[O:23])[N:15]([CH:17]3[CH2:22][CH2:21][NH:20][CH2:19][CH2:18]3)[N:16]=2)[CH:7]=[CH:8][C:9]=1[O:10][CH3:11].[C:26](Cl)(=[O:33])[C:27]1[CH:32]=[CH:31][CH:30]=[CH:29][CH:28]=1.